From a dataset of NCI-60 drug combinations with 297,098 pairs across 59 cell lines. Regression. Given two drug SMILES strings and cell line genomic features, predict the synergy score measuring deviation from expected non-interaction effect. Drug 1: CC1=C(C(=O)C2=C(C1=O)N3CC4C(C3(C2COC(=O)N)OC)N4)N. Drug 2: C1C(C(OC1N2C=NC(=NC2=O)N)CO)O. Cell line: SF-295. Synergy scores: CSS=60.7, Synergy_ZIP=0.550, Synergy_Bliss=0.832, Synergy_Loewe=-12.6, Synergy_HSA=3.17.